Dataset: Forward reaction prediction with 1.9M reactions from USPTO patents (1976-2016). Task: Predict the product of the given reaction. Given the reactants C[O:2][C:3](=[O:31])[C:4]1[CH:9]=[CH:8][C:7]([C:10]2[CH:11]=[N:12][C:13]([NH2:30])=[C:14]([O:16][CH:17]([C:19]3[CH:24]=[CH:23][CH:22]=[C:21]([F:25])[C:20]=3[C:26]([F:29])([F:28])[F:27])[CH3:18])[CH:15]=2)=[CH:6][CH:5]=1.O.[Li+].[OH-], predict the reaction product. The product is: [NH2:30][C:13]1[N:12]=[CH:11][C:10]([C:7]2[CH:8]=[CH:9][C:4]([C:3]([OH:31])=[O:2])=[CH:5][CH:6]=2)=[CH:15][C:14]=1[O:16][CH:17]([C:19]1[CH:24]=[CH:23][CH:22]=[C:21]([F:25])[C:20]=1[C:26]([F:29])([F:28])[F:27])[CH3:18].